Predict the product of the given reaction. From a dataset of Forward reaction prediction with 1.9M reactions from USPTO patents (1976-2016). (1) Given the reactants [Cl:1][C:2]1[CH:3]=[C:4]([NH:17][C:18]2[C:27]3[C:22](=[CH:23][C:24]([O:31][CH2:32][CH3:33])=[C:25]([N+:28]([O-])=O)[CH:26]=3)[N:21]=[CH:20][N:19]=2)[CH:5]=[CH:6][C:7]=1[O:8][CH2:9][C:10]1[CH:15]=[CH:14][CH:13]=[C:12]([F:16])[CH:11]=1, predict the reaction product. The product is: [Cl:1][C:2]1[CH:3]=[C:4]([NH:17][C:18]2[C:27]3[C:22](=[CH:23][C:24]([O:31][CH2:32][CH3:33])=[C:25]([NH2:28])[CH:26]=3)[N:21]=[CH:20][N:19]=2)[CH:5]=[CH:6][C:7]=1[O:8][CH2:9][C:10]1[CH:15]=[CH:14][CH:13]=[C:12]([F:16])[CH:11]=1. (2) Given the reactants [Li].[Cl:2][C:3]1[C:4]([C:12]([NH:14][C@@H:15]([CH3:19])[CH2:16][S:17][CH3:18])=[O:13])=[C:5]([CH:9]=[CH:10][CH:11]=1)[C:6]([O-:8])=O.[CH3:20][C:21]1[CH:27]=[C:26]([C:28]([F:36])([C:32]([F:35])([F:34])[F:33])[CH:29]([F:31])[F:30])[CH:25]=[CH:24][C:22]=1[NH2:23], predict the reaction product. The product is: [Cl:2][C:3]1[CH:11]=[CH:10][CH:9]=[C:5]([C:6]([NH:23][C:22]2[CH:24]=[CH:25][C:26]([C:28]([F:36])([C:32]([F:33])([F:34])[F:35])[CH:29]([F:30])[F:31])=[CH:27][C:21]=2[CH3:20])=[O:8])[C:4]=1[C:12]([NH:14][C@@H:15]([CH3:19])[CH2:16][S:17][CH3:18])=[O:13].